From a dataset of Reaction yield outcomes from USPTO patents with 853,638 reactions. Predict the reaction yield, written as a fraction of the theoretical maximum amount of product (1.0 means a 100% yield; for example, 0.34 means a 34% yield). (1) The yield is 0.490. The catalyst is CO.C1COCC1. The reactants are C1(S([N:10]2[C:18]3[C:13](=[N:14][C:15]([C:27]4[CH:32]=[CH:31][C:30]([CH3:33])=[CH:29][CH:28]=4)=[C:16]([C:19]4[CH:26]=[CH:25][C:22]([C:23]#[N:24])=[CH:21][CH:20]=4)[CH:17]=3)[CH:12]=[CH:11]2)(=O)=O)C=CC=CC=1.[OH-].[Na+].Cl. The product is [CH3:33][C:30]1[CH:29]=[CH:28][C:27]([C:15]2[N:14]=[C:13]3[CH:12]=[CH:11][NH:10][C:18]3=[CH:17][C:16]=2[C:19]2[CH:26]=[CH:25][C:22]([C:23]#[N:24])=[CH:21][CH:20]=2)=[CH:32][CH:31]=1. (2) The reactants are [CH2:1]([O:3][C:4](=[O:27])[CH2:5][C:6]1[C:11]([C:12]#[N:13])=[CH:10][CH:9]=[C:8]([NH:14][CH2:15][C:16]([F:25])([F:24])[C:17]2[CH:22]=[CH:21][CH:20]=[C:19]([CH3:23])[N:18]=2)[C:7]=1[F:26])[CH3:2].CCN(C(C)C)C(C)C.[C:37](O[C:37]([C:39]([F:42])([F:41])[F:40])=[O:38])([C:39]([F:42])([F:41])[F:40])=[O:38]. The catalyst is C(Cl)Cl. The product is [CH2:1]([O:3][C:4](=[O:27])[CH2:5][C:6]1[C:11]([C:12]#[N:13])=[CH:10][CH:9]=[C:8]([N:14]([CH2:15][C:16]([F:24])([F:25])[C:17]2[CH:22]=[CH:21][CH:20]=[C:19]([CH3:23])[N:18]=2)[C:37](=[O:38])[C:39]([F:42])([F:41])[F:40])[C:7]=1[F:26])[CH3:2]. The yield is 0.950. (3) The reactants are [CH3:1][O:2][C:3]([C:5]1[CH:14]=[C:13]([OH:15])[C:12]2[C:7](=[CH:8][C:9]([Cl:17])=[CH:10][C:11]=2[Cl:16])[CH:6]=1)=[O:4].C(=O)([O-])[O-].[K+].[K+].Br[CH2:25][C:26]([O:28][C:29]([CH3:32])([CH3:31])[CH3:30])=[O:27]. The catalyst is CCCC[N+](CCCC)(CCCC)CCCC.[I-].CN(C=O)C.O. The product is [CH3:1][O:2][C:3]([C:5]1[CH:14]=[C:13]([O:15][CH2:25][C:26]([O:28][C:29]([CH3:32])([CH3:31])[CH3:30])=[O:27])[C:12]2[C:7](=[CH:8][C:9]([Cl:17])=[CH:10][C:11]=2[Cl:16])[CH:6]=1)=[O:4]. The yield is 0.930. (4) The reactants are [F:1][C:2]1[CH:7]=[CH:6][CH:5]=[C:4]([F:8])[C:3]=1[N:9]1[C:14]2[N:15]=[C:16](S(C)=O)[N:17]=[C:18]([C:19]3[CH:20]=[C:21]([CH:32]=[CH:33][C:34]=3[CH3:35])[C:22]([NH:24][C:25]3[CH:30]=[CH:29][C:28]([F:31])=[CH:27][CH:26]=3)=[O:23])[C:13]=2[CH2:12][NH:11][C:10]1=[O:39].[CH2:40]([N:44]([CH2:49][CH2:50][CH2:51][CH3:52])[CH2:45][CH2:46][CH2:47][NH2:48])[CH2:41][CH2:42][CH3:43]. The catalyst is C1COCC1. The product is [CH2:40]([N:44]([CH2:49][CH2:50][CH2:51][CH3:52])[CH2:45][CH2:46][CH2:47][NH:48][C:16]1[N:17]=[C:18]([C:19]2[CH:20]=[C:21]([CH:32]=[CH:33][C:34]=2[CH3:35])[C:22]([NH:24][C:25]2[CH:30]=[CH:29][C:28]([F:31])=[CH:27][CH:26]=2)=[O:23])[C:13]2[CH2:12][NH:11][C:10](=[O:39])[N:9]([C:3]3[C:2]([F:1])=[CH:7][CH:6]=[CH:5][C:4]=3[F:8])[C:14]=2[N:15]=1)[CH2:41][CH2:42][CH3:43]. The yield is 0.660. (5) The reactants are [NH2:1][C@H:2]([C:5]([OH:7])=[O:6])[CH2:3][SH:4].[OH-].[Na+].[CH3:10]I.Cl[C:13]([O:15][CH3:16])=[O:14].Cl. The catalyst is CO. The product is [CH3:16][O:15][C:13]([NH:1][C@H:2]([C:5]([OH:7])=[O:6])[CH2:3][S:4][CH3:10])=[O:14]. The yield is 0.750. (6) The reactants are F[C:2]1[CH:9]=[C:8]([C:10]([F:13])([F:12])[F:11])[CH:7]=[CH:6][C:3]=1[C:4]#[N:5].[Br:14][C:15]1[CH:22]=[C:21](O)[CH:20]=[CH:19][C:16]=1[CH:17]=[O:18].C(=O)([O-])[O-:25].[Cs+].[Cs+]. The catalyst is CN(C=O)C. The product is [Br:14][C:15]1[CH:22]=[CH:21][C:20]([O:25][C:2]2[CH:9]=[C:8]([C:10]([F:13])([F:12])[F:11])[CH:7]=[CH:6][C:3]=2[C:4]#[N:5])=[CH:19][C:16]=1[CH:17]=[O:18]. The yield is 0.970. (7) The reactants are [F:1][C:2]1[CH:11]=[C:10]([O:12][CH3:13])[CH:9]=[CH:8][C:3]=1[C:4]([NH:6][NH2:7])=[O:5].CS[C:16](=[NH:18])[NH2:17].[OH-].[Na+]. The catalyst is O. The product is [NH2:17][C:16](=[N:7][NH:6][C:4](=[O:5])[C:3]1[CH:8]=[CH:9][C:10]([O:12][CH3:13])=[CH:11][C:2]=1[F:1])[NH2:18]. The yield is 0.420.